The task is: Regression. Given two drug SMILES strings and cell line genomic features, predict the synergy score measuring deviation from expected non-interaction effect.. This data is from Merck oncology drug combination screen with 23,052 pairs across 39 cell lines. (1) Drug 1: CN(Cc1cnc2nc(N)nc(N)c2n1)c1ccc(C(=O)NC(CCC(=O)O)C(=O)O)cc1. Drug 2: Cn1c(=O)n(-c2ccc(C(C)(C)C#N)cc2)c2c3cc(-c4cnc5ccccc5c4)ccc3ncc21. Cell line: A2058. Synergy scores: synergy=-38.0. (2) Drug 1: O=P1(N(CCCl)CCCl)NCCCO1. Drug 2: CC(C)CC(NC(=O)C(Cc1ccccc1)NC(=O)c1cnccn1)B(O)O. Cell line: SKOV3. Synergy scores: synergy=-2.66. (3) Drug 1: C=CCn1c(=O)c2cnc(Nc3ccc(N4CCN(C)CC4)cc3)nc2n1-c1cccc(C(C)(C)O)n1. Drug 2: C#Cc1cccc(Nc2ncnc3cc(OCCOC)c(OCCOC)cc23)c1. Cell line: HT29. Synergy scores: synergy=7.56. (4) Drug 1: CCc1cnn2c(NCc3ccc[n+]([O-])c3)cc(N3CCCCC3CCO)nc12. Drug 2: Cn1cc(-c2cnn3c(N)c(Br)c(C4CCCNC4)nc23)cn1. Cell line: UWB1289. Synergy scores: synergy=-29.2. (5) Drug 1: O=P1(N(CCCl)CCCl)NCCCO1. Drug 2: CC(C)CC(NC(=O)C(Cc1ccccc1)NC(=O)c1cnccn1)B(O)O. Cell line: NCIH520. Synergy scores: synergy=-17.7. (6) Drug 1: COC1CC2CCC(C)C(O)(O2)C(=O)C(=O)N2CCCCC2C(=O)OC(C(C)CC2CCC(OP(C)(C)=O)C(OC)C2)CC(=O)C(C)C=C(C)C(O)C(OC)C(=O)C(C)CC(C)C=CC=CC=C1C. Drug 2: CCc1cnn2c(NCc3ccc[n+]([O-])c3)cc(N3CCCCC3CCO)nc12. Cell line: A375. Synergy scores: synergy=16.0. (7) Drug 1: CN1C(=O)C=CC2(C)C3CCC4(C)C(NC(=O)OCC(F)(F)F)CCC4C3CCC12. Drug 2: C#Cc1cccc(Nc2ncnc3cc(OCCOC)c(OCCOC)cc23)c1. Cell line: MDAMB436. Synergy scores: synergy=-3.29.